This data is from Reaction yield outcomes from USPTO patents with 853,638 reactions. The task is: Predict the reaction yield, written as a fraction of the theoretical maximum amount of product (1.0 means a 100% yield; for example, 0.34 means a 34% yield). The reactants are [NH:1]1[C:5]2[CH:6]=[CH:7][CH:8]=[CH:9][C:4]=2[N:3]=[C:2]1[C:10]([N:12]1[CH2:15][CH:14]([C:16]2[C:21](Cl)=[N:20][CH:19]=[CH:18][N:17]=2)[CH2:13]1)=[O:11].[NH:23]1[CH2:28][CH2:27][CH:26]([OH:29])[CH2:25][CH2:24]1.C(N(CC)CC)C.CS(C)=O. The catalyst is O. The product is [NH:1]1[C:5]2[CH:6]=[CH:7][CH:8]=[CH:9][C:4]=2[N:3]=[C:2]1[C:10]([N:12]1[CH2:15][CH:14]([C:16]2[C:21]([N:23]3[CH2:28][CH2:27][CH:26]([OH:29])[CH2:25][CH2:24]3)=[N:20][CH:19]=[CH:18][N:17]=2)[CH2:13]1)=[O:11]. The yield is 0.850.